From a dataset of TCR-epitope binding with 47,182 pairs between 192 epitopes and 23,139 TCRs. Binary Classification. Given a T-cell receptor sequence (or CDR3 region) and an epitope sequence, predict whether binding occurs between them. (1) The epitope is PKYVKQNTLKLAT. The TCR CDR3 sequence is CATSAGGAEPTDTQYF. Result: 1 (the TCR binds to the epitope). (2) The epitope is FIAGLIAIV. The TCR CDR3 sequence is CASSMLGGGRDEQFF. Result: 0 (the TCR does not bind to the epitope).